Dataset: Catalyst prediction with 721,799 reactions and 888 catalyst types from USPTO. Task: Predict which catalyst facilitates the given reaction. Reactant: [CH:1]12[O:6][CH:5]1[CH2:4][N:3]([C:7]([O:9][C:10]([CH3:13])([CH3:12])[CH3:11])=[O:8])[CH2:2]2.[N:14]([Si](C)(C)C)=[N+:15]=[N-:16].C([O-])([O-])=O.[K+].[K+]. Product: [N:14]([C@H:1]1[C@H:5]([OH:6])[CH2:4][N:3]([C:7]([O:9][C:10]([CH3:13])([CH3:12])[CH3:11])=[O:8])[CH2:2]1)=[N+:15]=[N-:16]. The catalyst class is: 5.